Dataset: Catalyst prediction with 721,799 reactions and 888 catalyst types from USPTO. Task: Predict which catalyst facilitates the given reaction. (1) Reactant: F[C:2](F)(F)C(O)=O.C([Zn]CC)C.ICI.[CH:16]1[C:28]2[CH:27]([CH2:29][O:30][C:31]([NH:33][C@@:34]3([C:46]([O:48][CH2:49][CH3:50])=[O:47])[CH2:39][C:38](=[CH2:40])[C@@H:37]4[C@H:35]3[C@H:36]4[C:41]([O:43][CH2:44][CH3:45])=[O:42])=[O:32])[C:26]3[C:21](=[CH:22][CH:23]=[CH:24][CH:25]=3)[C:20]=2[CH:19]=[CH:18][CH:17]=1. Product: [CH:25]1[C:26]2[CH:27]([CH2:29][O:30][C:31]([NH:33][C@@:34]3([C:46]([O:48][CH2:49][CH3:50])=[O:47])[CH2:39][C:38]4([CH2:2][CH2:40]4)[C@@H:37]4[C@H:35]3[C@H:36]4[C:41]([O:43][CH2:44][CH3:45])=[O:42])=[O:32])[C:28]3[C:20](=[CH:19][CH:18]=[CH:17][CH:16]=3)[C:21]=2[CH:22]=[CH:23][CH:24]=1. The catalyst class is: 4. (2) Reactant: C[O:2][C:3](=O)[CH2:4][N:5]1[CH2:10][C@H:9]([CH3:11])[O:8][C@H:7]([CH3:12])[CH2:6]1.O.[NH2:15][NH2:16]. Product: [CH3:12][C@H:7]1[O:8][C@@H:9]([CH3:11])[CH2:10][N:5]([CH2:4][C:3]([NH:15][NH2:16])=[O:2])[CH2:6]1. The catalyst class is: 5. (3) Reactant: [H-].[Na+].[CH3:3][O:4][C:5]([C:7]1[NH:8][C:9]([Br:25])=[C:10]([C:18]2[CH:23]=[CH:22][C:21]([F:24])=[CH:20][CH:19]=2)[C:11]=1[C:12]1[CH:17]=[CH:16][N:15]=[CH:14][CH:13]=1)=[O:6].[CH3:26]I. Product: [CH3:3][O:4][C:5]([C:7]1[N:8]([CH3:26])[C:9]([Br:25])=[C:10]([C:18]2[CH:23]=[CH:22][C:21]([F:24])=[CH:20][CH:19]=2)[C:11]=1[C:12]1[CH:13]=[CH:14][N:15]=[CH:16][CH:17]=1)=[O:6]. The catalyst class is: 16. (4) The catalyst class is: 2. Reactant: [Br:1][C:2]1[CH:11]=[C:10]2[C:5]([CH:6]=[CH:7][N:8]=[CH:9]2)=[CH:4][C:3]=1[Cl:12].ClC1C=CC=C(C(OO)=[O:21])C=1. Product: [Br:1][C:2]1[CH:11]=[C:10]2[C:5]([CH:6]=[CH:7][N+:8]([O-:21])=[CH:9]2)=[CH:4][C:3]=1[Cl:12]. (5) Reactant: [Cl:1][C:2]1[CH:7]=[CH:6][C:5]([N:8]2[C@@H:12]([C:13]3[CH:18]=[CH:17][CH:16]=[C:15]([O:19][CH3:20])[CH:14]=3)[C@H:11]([CH2:21][N:22]3[N:26]=[N:25][C:24]([CH2:27][CH2:28]O)=[N:23]3)[O:10][C:9]2=[O:30])=[CH:4][CH:3]=1.CS(Cl)(=O)=O.C(N(CC)CC)C.[NH:43]1[CH2:48][CH2:47][O:46][CH2:45][CH2:44]1. Product: [Cl:1][C:2]1[CH:7]=[CH:6][C:5]([N:8]2[C@@H:12]([C:13]3[CH:18]=[CH:17][CH:16]=[C:15]([O:19][CH3:20])[CH:14]=3)[C@H:11]([CH2:21][N:22]3[N:26]=[N:25][C:24]([CH2:27][CH2:28][N:43]4[CH2:48][CH2:47][O:46][CH2:45][CH2:44]4)=[N:23]3)[O:10][C:9]2=[O:30])=[CH:4][CH:3]=1. The catalyst class is: 59.